From a dataset of Catalyst prediction with 721,799 reactions and 888 catalyst types from USPTO. Predict which catalyst facilitates the given reaction. (1) Reactant: [N+:1]([C:4]1[CH:5]=[N:6][CH:7]=[CH:8][C:9]=1[N:10]1[CH2:14][CH2:13][C@H:12]([NH:15][C:16](=[O:22])[O:17][C:18]([CH3:21])([CH3:20])[CH3:19])[CH2:11]1)([O-])=O.[NH4+].[Cl-].CCO. Product: [NH2:1][C:4]1[CH:5]=[N:6][CH:7]=[CH:8][C:9]=1[N:10]1[CH2:14][CH2:13][C@H:12]([NH:15][C:16](=[O:22])[O:17][C:18]([CH3:20])([CH3:19])[CH3:21])[CH2:11]1. The catalyst class is: 150. (2) Reactant: [F:1][C:2]([F:11])([F:10])[CH2:3][CH2:4][CH:5]([C:8]#[N:9])[C:6]#[N:7].[CH2:12]([O:19][CH2:20][CH2:21][CH2:22][CH2:23][CH2:24]Br)[C:13]1[CH:18]=[CH:17][CH:16]=[CH:15][CH:14]=1.[I-].[K+].C(=O)([O-])[O-].[K+].[K+].Cl. Product: [CH2:12]([O:19][CH2:20][CH2:21][CH2:22][CH2:23][CH2:24][C:5]([CH2:4][CH2:3][C:2]([F:10])([F:11])[F:1])([C:8]#[N:9])[C:6]#[N:7])[C:13]1[CH:18]=[CH:17][CH:16]=[CH:15][CH:14]=1. The catalyst class is: 16. (3) Reactant: [CH3:1][O:2][C:3]1[CH:8]=[CH:7][CH:6]=[CH:5][C:4]=1[N+:9]([O-:11])=[O:10].CC(C)([O-])C.[K+].Cl[CH:19]([CH3:25])[C:20]([O:22][CH2:23][CH3:24])=[O:21]. Product: [CH3:1][O:2][C:3]1[CH:8]=[C:7]([CH:19]([CH3:25])[C:20]([O:22][CH2:23][CH3:24])=[O:21])[CH:6]=[CH:5][C:4]=1[N+:9]([O-:11])=[O:10]. The catalyst class is: 42.